Dataset: Catalyst prediction with 721,799 reactions and 888 catalyst types from USPTO. Task: Predict which catalyst facilitates the given reaction. (1) Reactant: [CH2:1]([N:8]1[C:17]2[C:12](=[CH:13][CH:14]=[C:15]([OH:18])[CH:16]=2)[CH2:11][CH2:10][CH2:9]1)[C:2]1[CH:7]=[CH:6][CH:5]=[CH:4][CH:3]=1.C(N(CC)CC)C.[F:26][C:27]1[CH:32]=[CH:31][CH:30]=[CH:29][C:28]=1[N:33]=[C:34]=[O:35]. Product: [F:26][C:27]1[CH:32]=[CH:31][CH:30]=[CH:29][C:28]=1[NH:33][C:34](=[O:35])[O:18][C:15]1[CH:16]=[C:17]2[C:12]([CH2:11][CH2:10][CH2:9][N:8]2[CH2:1][C:2]2[CH:3]=[CH:4][CH:5]=[CH:6][CH:7]=2)=[CH:13][CH:14]=1. The catalyst class is: 7. (2) Reactant: [C:9](O[C:9]([O:11][C:12]([CH3:15])([CH3:14])[CH3:13])=[O:10])([O:11][C:12]([CH3:15])([CH3:14])[CH3:13])=[O:10].[Br:16][C:17]1[CH:18]=[CH:19][CH:20]=[C:21]2[C:30]=1[CH2:29][C:28]1[CH:27]=[CH:26][C:25]([NH2:31])=[CH:24][C:23]=1[O:22]2.BrC1C=C2C(=CC=1)CC1C=CC(N)=CC=1O2. Product: [Br:16][C:17]1[CH:18]=[CH:19][CH:20]=[C:21]2[C:30]=1[CH2:29][C:28]1[CH:27]=[CH:26][C:25]([NH:31][C:9](=[O:10])[O:11][C:12]([CH3:13])([CH3:14])[CH3:15])=[CH:24][C:23]=1[O:22]2. The catalyst class is: 7. (3) Reactant: [CH2:1]([O:5][C:6]([C:8]1[N:13]=[C:12]([C:14]2[CH:19]=[CH:18][CH:17]=[CH:16][CH:15]=2)[C:11]2[C:20]([CH2:23]Br)=[N:21][S:22][C:10]=2[C:9]=1[O:25]C(=O)C(C)(C)C)=[O:7])[CH2:2][CH2:3][CH3:4].[NH:32]1[C:40]2[C:35](=[CH:36][CH:37]=[CH:38][CH:39]=2)[CH:34]=[CH:33]1.[H-].[Na+].O. Product: [CH2:1]([O:5][C:6]([C:8]1[N:13]=[C:12]([C:14]2[CH:15]=[CH:16][CH:17]=[CH:18][CH:19]=2)[C:11]2[C:20]([CH2:23][N:32]3[C:40]4[C:35](=[CH:36][CH:37]=[CH:38][CH:39]=4)[CH:34]=[CH:33]3)=[N:21][S:22][C:10]=2[C:9]=1[OH:25])=[O:7])[CH2:2][CH2:3][CH3:4]. The catalyst class is: 3. (4) Reactant: [N:1]1[CH:6]=[CH:5][C:4]([NH2:7])=[N:3][CH:2]=1.C[Si](CCOCCl)(C)C.[CH3:17][O:18][C:19]1[CH:24]=[C:23]([C:25]([F:28])([F:27])[F:26])[CH:22]=[CH:21][C:20]=1[C:29]1[C:38]2[C:33](=[CH:34][C:35]([S:39](Cl)(=[O:41])=[O:40])=[CH:36][CH:37]=2)[N:32]=[CH:31][N:30]=1.CN1C=CN=C1. Product: [CH3:17][O:18][C:19]1[CH:24]=[C:23]([C:25]([F:26])([F:27])[F:28])[CH:22]=[CH:21][C:20]=1[C:29]1[C:38]2[C:33](=[CH:34][C:35]([S:39]([NH:7][C:4]3[CH:5]=[CH:6][N:1]=[CH:2][N:3]=3)(=[O:41])=[O:40])=[CH:36][CH:37]=2)[N:32]=[CH:31][N:30]=1. The catalyst class is: 23. (5) Reactant: [F:1][C:2]1[CH:7]=[CH:6][C:5]([S:8]([N:11]2[C:16]3[CH:17]=[C:18]([N+:21]([O-])=O)[CH:19]=[CH:20][C:15]=3[O:14][CH2:13][CH:12]2[CH2:24][OH:25])(=[O:10])=[O:9])=[CH:4][CH:3]=1. Product: [NH2:21][C:18]1[CH:19]=[CH:20][C:15]2[O:14][CH2:13][CH:12]([CH2:24][OH:25])[N:11]([S:8]([C:5]3[CH:6]=[CH:7][C:2]([F:1])=[CH:3][CH:4]=3)(=[O:9])=[O:10])[C:16]=2[CH:17]=1. The catalyst class is: 29. (6) Reactant: [C:1](C1NC=CN=1)(C1NC=CN=1)=[O:2].[NH2:13][C:14]1[CH:19]=[C:18]([F:20])[CH:17]=[CH:16][C:15]=1[OH:21]. Product: [F:20][C:18]1[CH:17]=[CH:16][C:15]2[O:21][C:1](=[O:2])[NH:13][C:14]=2[CH:19]=1. The catalyst class is: 4.